This data is from Peptide-MHC class I binding affinity with 185,985 pairs from IEDB/IMGT. The task is: Regression. Given a peptide amino acid sequence and an MHC pseudo amino acid sequence, predict their binding affinity value. This is MHC class I binding data. (1) The peptide sequence is KQYADVEGF. The MHC is H-2-Dd with pseudo-sequence H-2-Dd. The binding affinity (normalized) is 0. (2) The binding affinity (normalized) is 0.343. The peptide sequence is DENQMIHAY. The MHC is HLA-B40:01 with pseudo-sequence HLA-B40:01. (3) The peptide sequence is FYLFTFTIY. The MHC is HLA-B15:01 with pseudo-sequence HLA-B15:01. The binding affinity (normalized) is 0.0847. (4) The peptide sequence is ISEDMHTDK. The MHC is HLA-B07:02 with pseudo-sequence HLA-B07:02. The binding affinity (normalized) is 0.0847. (5) The peptide sequence is ETINEEAADW. The MHC is HLA-A03:01 with pseudo-sequence HLA-A03:01. The binding affinity (normalized) is 0.